From a dataset of Catalyst prediction with 721,799 reactions and 888 catalyst types from USPTO. Predict which catalyst facilitates the given reaction. (1) Reactant: [CH3:1][C:2]1[CH:7]=[C:6]([C:8]2[NH:17][C:16](=[O:18])[C:15]3[C:10](=[CH:11][C:12](F)=[CH:13][C:14]=3[O:19][CH2:20][CH2:21][O:22][CH:23]([CH3:25])[CH3:24])[N:9]=2)[CH:5]=[C:4]([CH3:27])[N:3]=1.[CH3:28][O-:29].[Na+]. Product: [CH3:1][C:2]1[CH:7]=[C:6]([C:8]2[NH:17][C:16](=[O:18])[C:15]3[C:10](=[CH:11][C:12]([O:29][CH3:28])=[CH:13][C:14]=3[O:19][CH2:20][CH2:21][O:22][CH:23]([CH3:25])[CH3:24])[N:9]=2)[CH:5]=[C:4]([CH3:27])[N:3]=1. The catalyst class is: 3. (2) Reactant: C(OC([NH:8][CH:9]([C:11]1[S:12][C:13]([C:16]([O:18]C)=[O:17])=[CH:14]N=1)[CH3:10])=O)(C)(C)C.[ClH:20].[CH3:21]O. Product: [ClH:20].[NH2:8][CH:9]([C:11]1[S:12][C:13]([C:16]([OH:18])=[O:17])=[CH:14][CH:21]=1)[CH3:10]. The catalyst class is: 12. (3) Reactant: [NH2:1][C:2]1[N:3]=[C:4]([Cl:23])[C:5]2[CH2:10][C:9](=[O:11])[N:8]([CH2:12][C:13]3[C:18]([CH3:19])=[C:17]([O:20][CH3:21])[C:16]([CH3:22])=[CH:15][N:14]=3)[C:6]=2[N:7]=1.[CH:24]([C:26]1[NH:27][CH:28]=[C:29]([NH:31][C:32]([CH:34]2[CH2:38][CH2:37][CH2:36][CH2:35]2)=[O:33])[N:30]=1)=O.N1CCCCC1. Product: [NH2:1][C:2]1[N:3]=[C:4]([Cl:23])[C:5]2=[C:6]([N:8]([CH2:12][C:13]3[C:18]([CH3:19])=[C:17]([O:20][CH3:21])[C:16]([CH3:22])=[CH:15][N:14]=3)[C:9](=[O:11])/[C:10]/2=[CH:24]\[C:26]2[NH:27][CH:28]=[C:29]([NH:31][C:32]([CH:34]3[CH2:38][CH2:37][CH2:36][CH2:35]3)=[O:33])[N:30]=2)[N:7]=1. The catalyst class is: 14. (4) Reactant: FC(F)(F)S(O[C:7]1[CH:28]=[CH:27][C:10]2[C:11]3[CH:12]=[N:13][N:14]([C:18]4[CH:23]=[CH:22][C:21]([CH2:24][CH2:25][CH3:26])=[CH:20][CH:19]=4)[C:15]=3[CH2:16][CH2:17][C:9]=2[CH:8]=1)(=O)=O.[CH2:31]([Sn](CCCC)(CCCC)C=C)[CH2:32]CC.[Cl-].[Li+]. Product: [CH2:24]([C:21]1[CH:22]=[CH:23][C:18]([N:14]2[C:15]3[CH2:16][CH2:17][C:9]4[CH:8]=[C:7]([CH:31]=[CH2:32])[CH:28]=[CH:27][C:10]=4[C:11]=3[CH:12]=[N:13]2)=[CH:19][CH:20]=1)[CH2:25][CH3:26]. The catalyst class is: 77. (5) Reactant: Cl.[O:2]=[S:3]1(=[O:10])[CH2:8][CH2:7][CH:6]([NH2:9])[CH2:5][CH2:4]1.[Br:11][C:12]1[CH:17]=[CH:16][C:15]([S:18](Cl)(=[O:20])=[O:19])=[CH:14][CH:13]=1. Product: [Br:11][C:12]1[CH:17]=[CH:16][C:15]([S:18]([NH:9][CH:6]2[CH2:7][CH2:8][S:3](=[O:10])(=[O:2])[CH2:4][CH2:5]2)(=[O:20])=[O:19])=[CH:14][CH:13]=1. The catalyst class is: 473. (6) Reactant: [NH:1]1[CH2:6][CH2:5][CH:4]([CH2:7][OH:8])[CH2:3][CH2:2]1.[CH:9](OC)=[O:10].[OH-].[Na+]. Product: [CH:9]([N:1]1[CH2:6][CH2:5][CH:4]([CH2:7][OH:8])[CH2:3][CH2:2]1)=[O:10]. The catalyst class is: 4. (7) Reactant: C(O)C.C(O)(=O)C.[CH3:8][O:9][C:10]1[CH:15]=[CH:14][CH:13]=[C:12]([O:16][CH2:17][C:18]2[CH:23]=[CH:22][C:21]([O:24][CH3:25])=[CH:20][CH:19]=2)[C:11]=1[C:26](=O)/[CH:27]=[C:28](\[NH:31][C:32]1[N:33]=[CH:34][C:35]([C:38]#[N:39])=[N:36][CH:37]=1)/SC.O.[NH2:42][NH2:43]. Product: [CH3:8][O:9][C:10]1[CH:15]=[CH:14][CH:13]=[C:12]([O:16][CH2:17][C:18]2[CH:23]=[CH:22][C:21]([O:24][CH3:25])=[CH:20][CH:19]=2)[C:11]=1[C:26]1[NH:43][N:42]=[C:28]([NH:31][C:32]2[N:33]=[CH:34][C:35]([C:38]#[N:39])=[N:36][CH:37]=2)[CH:27]=1. The catalyst class is: 212.